Dataset: Forward reaction prediction with 1.9M reactions from USPTO patents (1976-2016). Task: Predict the product of the given reaction. (1) Given the reactants [CH3:1]/[C:2](=[CH:8]\[C:9]1[CH:14]=[CH:13][C:12]([C:15]2[N:19]=[CH:18][N:17]([C:20]3[CH:25]=[CH:24][C:23]([O:26][C:27]([F:30])([F:29])[F:28])=[CH:22][CH:21]=3)[N:16]=2)=[CH:11][CH:10]=1)/[C:3]([O:5][CH2:6][CH3:7])=[O:4], predict the reaction product. The product is: [CH3:1][CH:2]([CH2:8][C:9]1[CH:10]=[CH:11][C:12]([C:15]2[N:19]=[CH:18][N:17]([C:20]3[CH:21]=[CH:22][C:23]([O:26][C:27]([F:29])([F:30])[F:28])=[CH:24][CH:25]=3)[N:16]=2)=[CH:13][CH:14]=1)[C:3]([O:5][CH2:6][CH3:7])=[O:4]. (2) Given the reactants [I-].[Na+].C([O-])(O)=O.[Na+].Cl[CH:9]([CH3:27])[C:10]([NH:12][CH2:13][CH2:14][NH:15][C:16]1[CH:21]=[CH:20][CH:19]=[C:18]([O:22][C:23]([F:26])([F:25])[F:24])[CH:17]=1)=[O:11], predict the reaction product. The product is: [CH3:27][CH:9]1[N:15]([C:16]2[CH:21]=[CH:20][CH:19]=[C:18]([O:22][C:23]([F:26])([F:25])[F:24])[CH:17]=2)[CH2:14][CH2:13][NH:12][C:10]1=[O:11]. (3) Given the reactants [CH3:1][N:2]1[CH2:7][CH2:6][N:5]([CH2:8][C:9]([OH:11])=O)[CH2:4][CH2:3]1.CCN(C(C)C)C(C)C.CN(C(ON1N=NC2C=CC=NC1=2)=[N+](C)C)C.F[P-](F)(F)(F)(F)F.FC(F)(F)C([O-])=O.[C:52]([C:55]1[CH:56]=[CH:57][C:58]2[C:59]([CH:75]3[CH2:80][CH2:79][CH2:78][CH2:77][CH2:76]3)=[C:60]3[C:67]4[CH:68]=[CH:69][C:70]([F:72])=[CH:71][C:66]=4[CH2:65][NH2+:64][CH2:63][CH2:62][N:61]3[C:73]=2[CH:74]=1)([OH:54])=[O:53], predict the reaction product. The product is: [CH:75]1([C:59]2[C:58]3[CH:57]=[CH:56][C:55]([C:52]([OH:54])=[O:53])=[CH:74][C:73]=3[N:61]3[CH2:62][CH2:63][N:64]([C:9](=[O:11])[CH2:8][N:5]4[CH2:4][CH2:3][N:2]([CH3:1])[CH2:7][CH2:6]4)[CH2:65][C:66]4[CH:71]=[C:70]([F:72])[CH:69]=[CH:68][C:67]=4[C:60]=23)[CH2:76][CH2:77][CH2:78][CH2:79][CH2:80]1.